From a dataset of Reaction yield outcomes from USPTO patents with 853,638 reactions. Predict the reaction yield, written as a fraction of the theoretical maximum amount of product (1.0 means a 100% yield; for example, 0.34 means a 34% yield). (1) The reactants are [F:1][C:2]1[C:3]([N:11]2[CH2:15][C:14]([CH3:17])([CH3:16])[C@H:13]([OH:18])[CH2:12]2)=[N:4][C:5]([CH3:10])=[N:6][C:7]=1[NH:8][NH2:9].[CH:19]1([CH2:24][C@H:25]([CH2:29][N:30]([CH:39]=[O:40])[O:31][CH2:32][C:33]2[CH:38]=[CH:37][CH:36]=[CH:35][CH:34]=2)[C:26](O)=[O:27])[CH2:23][CH2:22][CH2:21][CH2:20]1.CN1CCOCC1.ON1C2N=CC=CC=2N=N1.C(Cl)CCl. The catalyst is CN(C=O)C. The product is [CH:19]1([CH2:24][C@@H:25]([C:26]([NH:9][NH:8][C:7]2[C:2]([F:1])=[C:3]([N:11]3[CH2:12][C@@H:13]([OH:18])[C:14]([CH3:16])([CH3:17])[CH2:15]3)[N:4]=[C:5]([CH3:10])[N:6]=2)=[O:27])[CH2:29][N:30]([O:31][CH2:32][C:33]2[CH:38]=[CH:37][CH:36]=[CH:35][CH:34]=2)[CH:39]=[O:40])[CH2:23][CH2:22][CH2:21][CH2:20]1. The yield is 0.730. (2) The reactants are C[O:2][C:3]([C:5]1([CH2:10][CH2:11][N:12]=[N+:13]=[N-:14])[CH2:9][CH2:8][CH2:7][CH2:6]1)=[O:4].CO. The catalyst is C1COCC1.O. The product is [N:12]([CH2:11][CH2:10][C:5]1([C:3]([OH:4])=[O:2])[CH2:9][CH2:8][CH2:7][CH2:6]1)=[N+:13]=[N-:14]. The yield is 0.960.